From a dataset of Peptide-MHC class II binding affinity with 134,281 pairs from IEDB. Regression. Given a peptide amino acid sequence and an MHC pseudo amino acid sequence, predict their binding affinity value. This is MHC class II binding data. (1) The peptide sequence is YDKFLANVSTVGTGK. The MHC is DRB1_0701 with pseudo-sequence DRB1_0701. The binding affinity (normalized) is 0.518. (2) The peptide sequence is GARILTSESQLTITK. The MHC is DRB4_0101 with pseudo-sequence DRB4_0103. The binding affinity (normalized) is 0.185. (3) The peptide sequence is LRKLCIEGKITNITT. The MHC is DRB1_0701 with pseudo-sequence DRB1_0701. The binding affinity (normalized) is 0.284. (4) The peptide sequence is HVDLMVGAATVCSALYIGDL. The MHC is DRB1_0802 with pseudo-sequence DRB1_0802. The binding affinity (normalized) is 0.246. (5) The peptide sequence is TIRVLALGNQEGSLK. The MHC is DRB1_0405 with pseudo-sequence DRB1_0405. The binding affinity (normalized) is 0.281. (6) The peptide sequence is AKDVIPEGWKADTAY. The MHC is HLA-DQA10401-DQB10402 with pseudo-sequence HLA-DQA10401-DQB10402. The binding affinity (normalized) is 0.195. (7) The peptide sequence is DRYSVDADLQLGELI. The MHC is HLA-DQA10201-DQB10303 with pseudo-sequence HLA-DQA10201-DQB10303. The binding affinity (normalized) is 0.177. (8) The peptide sequence is SQDLELSWNLNGLQHY. The binding affinity (normalized) is 0.659. The MHC is DRB1_1302 with pseudo-sequence DRB1_1302. (9) The peptide sequence is MYVGGVEHRLEAACNWTRGE. The MHC is DRB1_0405 with pseudo-sequence DRB1_0405. The binding affinity (normalized) is 0.355. (10) The peptide sequence is SNLELLRISLLLIQS. The MHC is DRB1_0404 with pseudo-sequence DRB1_0404. The binding affinity (normalized) is 0.516.